From a dataset of Reaction yield outcomes from USPTO patents with 853,638 reactions. Predict the reaction yield, written as a fraction of the theoretical maximum amount of product (1.0 means a 100% yield; for example, 0.34 means a 34% yield). (1) The reactants are [C:1]([C:3]1[CH:9]=[CH:8][C:6]([NH2:7])=[CH:5][CH:4]=1)#[CH:2].N1C=CC=CC=1.[CH3:16][S:17](Cl)(=[O:19])=[O:18]. The catalyst is C([O-])(O)=O.[Na+]. The product is [C:1]([C:3]1[CH:9]=[CH:8][C:6]([NH:7][S:17]([CH3:16])(=[O:19])=[O:18])=[CH:5][CH:4]=1)#[CH:2]. The yield is 0.880. (2) The reactants are [Br:1][C:2]1[N:6](S(C2C=CC=CC=2)(=O)=O)[CH:5]=[C:4]([CH2:16][N:17]([CH3:25])[C:18](=[O:24])[O:19][C:20]([CH3:23])([CH3:22])[CH3:21])[CH:3]=1.O. The catalyst is O1CCCC1.CO.[OH-].[Na+]. The product is [Br:1][C:2]1[NH:6][CH:5]=[C:4]([CH2:16][N:17]([CH3:25])[C:18](=[O:24])[O:19][C:20]([CH3:21])([CH3:22])[CH3:23])[CH:3]=1. The yield is 0.610. (3) The reactants are [Br:1][C:2]1[CH:3]=[CH:4][C:5]([F:47])=[C:6]([C@:8]23[CH2:16][O:15][C@H:14]([CH2:17][O:18]C(C4C=CC=CC=4)(C4C=CC=CC=4)C4C=CC=CC=4)[C@H:13]2[CH2:12][S:11][C:10]([NH:38][C:39](=[O:46])[C:40]2[CH:45]=[CH:44][CH:43]=[CH:42][CH:41]=2)=[N:9]3)[CH:7]=1.O.C(N(CC)CC)C. The product is [Br:1][C:2]1[CH:3]=[CH:4][C:5]([F:47])=[C:6]([C@:8]23[CH2:16][O:15][C@H:14]([CH2:17][OH:18])[C@H:13]2[CH2:12][S:11][C:10]([NH:38][C:39](=[O:46])[C:40]2[CH:45]=[CH:44][CH:43]=[CH:42][CH:41]=2)=[N:9]3)[CH:7]=1. The yield is 0.540. The catalyst is C(O)=O.[Cl-].[Na+].O. (4) The product is [CH3:21][S:22]([O:5][CH2:4][CH2:3][C:2]([CH3:1])([N:7]1[CH:11]=[C:10]([C:12]2[C:13]3[CH:20]=[CH:19][NH:18][C:14]=3[N:15]=[CH:16][N:17]=2)[CH:9]=[N:8]1)[CH3:6])(=[O:24])=[O:23]. The yield is 0.570. The reactants are [CH3:1][C:2]([N:7]1[CH:11]=[C:10]([C:12]2[C:13]3[CH:20]=[CH:19][NH:18][C:14]=3[N:15]=[CH:16][N:17]=2)[CH:9]=[N:8]1)([CH3:6])[CH2:3][CH2:4][OH:5].[CH3:21][S:22](Cl)(=[O:24])=[O:23]. The catalyst is C(Cl)Cl. (5) The reactants are [N:1]1[CH:6]=[CH:5][C:4]([C:7]([CH:9]2[CH2:14][CH2:13][CH2:12][CH2:11][N:10]2C(OC(C)(C)C)=O)=[O:8])=[CH:3][CH:2]=1.[ClH:22]. No catalyst specified. The product is [ClH:22].[NH:1]1[CH2:6][CH2:5][CH:4]([C:7]([C:9]2[CH:14]=[CH:13][CH:12]=[CH:11][N:10]=2)=[O:8])[CH2:3][CH2:2]1. The yield is 0.940.